Dataset: Reaction yield outcomes from USPTO patents with 853,638 reactions. Task: Predict the reaction yield, written as a fraction of the theoretical maximum amount of product (1.0 means a 100% yield; for example, 0.34 means a 34% yield). (1) The reactants are C([O-])([O-])=O.[K+].[K+].C([O:9][C:10]([C:12]1[O:16][C:15]([CH2:17][O:18][C:19]2[CH:24]=[CH:23][CH:22]=[CH:21][CH:20]=2)=[N:14][C:13]=1[CH2:25][CH2:26][NH2:27])=O)C. The catalyst is O1CCOCC1.O. The product is [O:18]([CH2:17][C:15]1[O:16][C:12]2[C:10](=[O:9])[NH:27][CH2:26][CH2:25][C:13]=2[N:14]=1)[C:19]1[CH:24]=[CH:23][CH:22]=[CH:21][CH:20]=1. The yield is 0.290. (2) The reactants are [CH3:1][N:2]([CH:22]1[C:31]2[N:30]=[CH:29][CH:28]=[CH:27][C:26]=2[CH2:25][CH2:24][CH2:23]1)[CH2:3][C:4]([NH:6][C:7]1[CH:12]=[CH:11][CH:10]=[CH:9][C:8]=1[NH:13][CH2:14][CH2:15][C:16]1[N:17]=[CH:18][N:19]([CH3:21])[CH:20]=1)=O.CC(C)(CN1C2C=CC=CC=2N=C1CNC(OCC1C=CC=CC=1)=O)CNC(=O)OC(C)(C)C. No catalyst specified. The product is [CH3:1][N:2]([CH2:3][C:4]1[N:13]([CH2:14][CH2:15][C:16]2[N:17]=[CH:18][N:19]([CH3:21])[CH:20]=2)[C:8]2[CH:9]=[CH:10][CH:11]=[CH:12][C:7]=2[N:6]=1)[CH:22]1[C:31]2[N:30]=[CH:29][CH:28]=[CH:27][C:26]=2[CH2:25][CH2:24][CH2:23]1. The yield is 0.730. (3) The reactants are [C:1]1([CH3:16])[CH:6]=[CH:5][C:4]([C:7]2[NH:8][C:9]([C:12](F)(F)F)=[CH:10][N:11]=2)=[CH:3][CH:2]=1.[OH-:17].[Na+].Cl.[OH2:20]. No catalyst specified. The product is [C:1]1([CH3:16])[CH:6]=[CH:5][C:4]([C:7]2[NH:8][C:9]([C:12]([OH:20])=[O:17])=[CH:10][N:11]=2)=[CH:3][CH:2]=1. The yield is 0.760. (4) The reactants are Cl[C:2]1[NH:10][C:9]2[C:4](=[N:5][CH:6]=[CH:7][CH:8]=2)[C:3]=1[C:11]#[N:12].[NH2:13][C:14]1[CH:19]=[CH:18][CH:17]=[CH:16][CH:15]=1.FC(F)(F)C(O)=O. No catalyst specified. The product is [C:14]1([NH:13][C:2]2[NH:10][C:9]3[C:4](=[N:5][CH:6]=[CH:7][CH:8]=3)[C:3]=2[C:11]#[N:12])[CH:19]=[CH:18][CH:17]=[CH:16][CH:15]=1. The yield is 0.440.